Dataset: Forward reaction prediction with 1.9M reactions from USPTO patents (1976-2016). Task: Predict the product of the given reaction. Given the reactants [Cl:1][C:2]1[CH:7]=[C:6]([Cl:8])[CH:5]=[CH:4][C:3]=1[CH:9]1O[CH:10]1[C:12]([C:14]1[CH:19]=[CH:18][C:17]([O:20][CH2:21][C:22]([C:30]2[CH:35]=[CH:34][C:33]([F:36])=[CH:32][C:31]=2[F:37])([OH:29])[CH2:23][N:24]2[CH:28]=[N:27][CH:26]=[N:25]2)=[CH:16][CH:15]=1)=O.C1(C)C=CC(S(O)(=O)=O)=CC=1.O.[NH2:50][NH2:51], predict the reaction product. The product is: [Cl:1][C:2]1[CH:7]=[C:6]([Cl:8])[CH:5]=[CH:4][C:3]=1[C:9]1[NH:51][N:50]=[C:12]([C:14]2[CH:19]=[CH:18][C:17]([O:20][CH2:21][C:22]([C:30]3[CH:35]=[CH:34][C:33]([F:36])=[CH:32][C:31]=3[F:37])([OH:29])[CH2:23][N:24]3[CH:28]=[N:27][CH:26]=[N:25]3)=[CH:16][CH:15]=2)[CH:10]=1.